The task is: Predict the product of the given reaction.. This data is from Forward reaction prediction with 1.9M reactions from USPTO patents (1976-2016). Given the reactants [CH2:1]([O:8][CH2:9][C@H:10]([OH:36])[CH2:11][C:12]1[N:13](C(C2C=CC=CC=2)(C2C=CC=CC=2)C2C=CC=CC=2)[CH:14]=[CH:15][N:16]=1)[C:2]1[CH:7]=[CH:6][CH:5]=[CH:4][CH:3]=1, predict the reaction product. The product is: [CH2:1]([O:8][CH2:9][C@H:10]([OH:36])[CH2:11][C:12]1[NH:13][CH:14]=[CH:15][N:16]=1)[C:2]1[CH:7]=[CH:6][CH:5]=[CH:4][CH:3]=1.